This data is from Catalyst prediction with 721,799 reactions and 888 catalyst types from USPTO. The task is: Predict which catalyst facilitates the given reaction. (1) Reactant: [C:1]([C:4]1[C:22](=[O:23])[C@@:8]2([CH3:24])[C:9]3[C:15]([OH:16])=[CH:14][C:13]([O:17][CH3:18])=[C:12]([C:19]([NH2:21])=[O:20])[C:10]=3[O:11][C:7]2=[CH:6][C:5]=1[OH:25])(=[O:3])[CH3:2].[CH2:26]([C:28]1[CH:37]=[CH:36][C:35]2[C:30](=[CH:31][C:32]([F:38])=[CH:33][CH:34]=2)[C:29]=1[CH:39]=O)[CH3:27].C([SiH](CC)CC)C.FC(F)(F)C(O)=O. Product: [C:1]([C:4]1[C:22](=[O:23])[C@@:8]2([CH3:24])[C:9]3[C:15]([OH:16])=[CH:14][C:13]([O:17][CH3:18])=[C:12]([C:19]([NH:21][CH2:39][C:29]4[C:30]5[C:35](=[CH:34][CH:33]=[C:32]([F:38])[CH:31]=5)[CH:36]=[CH:37][C:28]=4[CH2:26][CH3:27])=[O:20])[C:10]=3[O:11][C:7]2=[CH:6][C:5]=1[OH:25])(=[O:3])[CH3:2]. The catalyst class is: 10. (2) Reactant: [CH2:1]([O:3][C:4]([N:6]1[CH2:12][CH2:11][C:10]2[CH:13]=[CH:14][S:15][C:9]=2[CH2:8][CH2:7]1)=[O:5])[CH3:2].[CH3:16][C:17]([CH3:22])([CH3:21])[C:18](Cl)=[O:19].[Al+3].[Cl-].[Cl-].[Cl-]. Product: [CH2:1]([O:3][C:4]([N:6]1[CH2:12][CH2:11][C:10]2[CH:13]=[C:14]([C:18](=[O:19])[C:17]([CH3:22])([CH3:21])[CH3:16])[S:15][C:9]=2[CH2:8][CH2:7]1)=[O:5])[CH3:2]. The catalyst class is: 68.